From a dataset of Full USPTO retrosynthesis dataset with 1.9M reactions from patents (1976-2016). Predict the reactants needed to synthesize the given product. (1) Given the product [F:15][C:16]1[CH:17]=[C:18]([S:23]([NH:1][C:4]2[CH:13]=[CH:12][CH:11]=[C:10]3[C:5]=2[CH:6]=[CH:7][C:8]([NH:27][C:28]2[CH:29]=[C:30]([CH3:34])[CH:31]=[CH:32][CH:33]=2)=[N:9]3)(=[O:25])=[O:24])[CH:19]=[C:20]([F:22])[CH:21]=1, predict the reactants needed to synthesize it. The reactants are: [N+:1]([C:4]1[CH:13]=[CH:12][CH:11]=[C:10]2[C:5]=1[CH:6]=[CH:7][C:8](Cl)=[N:9]2)([O-])=O.[F:15][C:16]1[CH:17]=[C:18]([S:23](Cl)(=[O:25])=[O:24])[CH:19]=[C:20]([F:22])[CH:21]=1.[NH2:27][C:28]1[CH:33]=[CH:32][CH:31]=[C:30]([CH3:34])[CH:29]=1. (2) The reactants are: [F:1][C:2]([F:21])([F:20])[C:3]([C:6]1[CH:7]=[C:8]2[C:13](=[CH:14][CH:15]=1)[CH:12]=[C:11]([C:16]([O:18]C)=[O:17])[CH:10]=[CH:9]2)([OH:5])[CH3:4].[OH-].[Na+].Cl. Given the product [F:1][C:2]([F:20])([F:21])[C:3]([C:6]1[CH:7]=[C:8]2[C:13](=[CH:14][CH:15]=1)[CH:12]=[C:11]([C:16]([OH:18])=[O:17])[CH:10]=[CH:9]2)([OH:5])[CH3:4], predict the reactants needed to synthesize it. (3) Given the product [CH2:26]([O:25][C:21]([CH:22]1[CH2:23][CH2:10][N:9]([C:17](=[O:19])[CH3:18])[CH:8]1[C:7]1[CH:15]=[CH:16][C:4]([N+:1]([O-:3])=[O:2])=[CH:5][CH:6]=1)=[O:24])[CH3:27], predict the reactants needed to synthesize it. The reactants are: [N+:1]([C:4]1[CH:16]=[CH:15][C:7]([CH:8]=[N:9][CH2:10][Si](C)(C)C)=[CH:6][CH:5]=1)([O-:3])=[O:2].[C:17](Cl)(=[O:19])[CH3:18].[C:21]([O:25][CH2:26][CH3:27])(=[O:24])[CH:22]=[CH2:23].